This data is from Reaction yield outcomes from USPTO patents with 853,638 reactions. The task is: Predict the reaction yield, written as a fraction of the theoretical maximum amount of product (1.0 means a 100% yield; for example, 0.34 means a 34% yield). (1) The reactants are [Cl:1][C:2]1[CH:7]=[CH:6][C:5]([C:8]2[C:14]3[CH:15]=[C:16]([OH:19])[CH:17]=[CH:18][C:13]=3[N:12]3[C:20]([CH3:23])=[N:21][N:22]=[C:11]3[C@H:10]([CH2:24][C:25]([NH:27][CH2:28][CH3:29])=[O:26])[N:9]=2)=[CH:4][CH:3]=1.C(=O)([O-])[O-].[K+].[K+].CS(O[CH2:41][CH2:42][O:43][CH2:44][CH2:45][O:46][CH2:47][CH2:48][O:49][CH2:50][CH2:51][O:52][CH2:53][CH2:54][O:55][CH2:56][CH2:57][O:58][CH2:59][CH2:60][NH:61][C:62](=[O:68])[O:63][C:64]([CH3:67])([CH3:66])[CH3:65])(=O)=O. No catalyst specified. The product is [C:64]([O:63][C:62](=[O:68])[NH:61][CH2:60][CH2:59][O:58][CH2:57][CH2:56][O:55][CH2:54][CH2:53][O:52][CH2:51][CH2:50][O:49][CH2:48][CH2:47][O:46][CH2:45][CH2:44][O:43][CH2:42][CH2:41][O:19][C:16]1[CH:17]=[CH:18][C:13]2[N:12]3[C:20]([CH3:23])=[N:21][N:22]=[C:11]3[C@H:10]([CH2:24][C:25]([NH:27][CH2:28][CH3:29])=[O:26])[N:9]=[C:8]([C:5]3[CH:6]=[CH:7][C:2]([Cl:1])=[CH:3][CH:4]=3)[C:14]=2[CH:15]=1)([CH3:67])([CH3:66])[CH3:65]. The yield is 0.450. (2) The reactants are C(=O)([O-])[O-].[Ca+2].[C:6](Cl)(Cl)=[S:7].ClCCl.O.[Cl:14][C:15]1[CH:16]=[C:17]([CH:19]=[C:20]([Cl:23])[C:21]=1[Cl:22])[NH2:18].Cl. No catalyst specified. The product is [Cl:14][C:15]1[CH:16]=[C:17]([N:18]=[C:6]=[S:7])[CH:19]=[C:20]([Cl:23])[C:21]=1[Cl:22]. The yield is 0.920. (3) The reactants are [C:1]([O:5][C:6](=[O:49])[CH2:7][CH:8]([NH:15][S:16]([C:19]1[CH:24]=[CH:23][CH:22]=[CH:21][C:20]=1[O:25][CH2:26][CH2:27][C:28]1[C:37]2[C:32](=[CH:33][CH:34]=[CH:35][CH:36]=2)[CH:31]=[CH:30][C:29]=1[O:38][Si](C(C)C)(C(C)C)C(C)C)(=[O:18])=[O:17])[C:9]([N:11]([O:13][CH3:14])[CH3:12])=[O:10])([CH3:4])([CH3:3])[CH3:2].CCCC[N+](CCCC)(CCCC)CCCC.[F-]. The catalyst is C1COCC1.[NH4+].[Cl-]. The product is [C:1]([O:5][C:6](=[O:49])[CH2:7][CH:8]([NH:15][S:16]([C:19]1[CH:24]=[CH:23][CH:22]=[CH:21][C:20]=1[O:25][CH2:26][CH2:27][C:28]1[C:37]2[C:32](=[CH:33][CH:34]=[CH:35][CH:36]=2)[CH:31]=[CH:30][C:29]=1[OH:38])(=[O:18])=[O:17])[C:9]([N:11]([O:13][CH3:14])[CH3:12])=[O:10])([CH3:4])([CH3:2])[CH3:3]. The yield is 1.00. (4) The reactants are [H-].[Na+].[CH2:3]([OH:10])[C:4]1[CH:9]=[CH:8][CH:7]=[CH:6][CH:5]=1.[Cl:11][C:12]1[N:17]=[C:16](Cl)[CH:15]=[CH:14][N:13]=1. The catalyst is C1COCC1. The product is [CH2:3]([O:10][C:14]1[CH:15]=[CH:16][N:17]=[C:12]([Cl:11])[N:13]=1)[C:4]1[CH:9]=[CH:8][CH:7]=[CH:6][CH:5]=1. The yield is 0.240. (5) The reactants are [Cl:1][C:2]1[CH:7]=[CH:6][N:5]=[C:4]([NH2:8])[N:3]=1.C[Al](C)C.[F:13][C:14]1[CH:19]=[CH:18][C:17]([N:20]2[C:24]([CH3:25])=[C:23]([C:26](OC)=[O:27])[N:22]=[N:21]2)=[CH:16][CH:15]=1. The catalyst is O1CCOCC1. The product is [Cl:1][C:2]1[CH:7]=[CH:6][N:5]=[C:4]([NH:8][C:26]([C:23]2[N:22]=[N:21][N:20]([C:17]3[CH:18]=[CH:19][C:14]([F:13])=[CH:15][CH:16]=3)[C:24]=2[CH3:25])=[O:27])[N:3]=1. The yield is 0.210.